The task is: Predict which catalyst facilitates the given reaction.. This data is from Catalyst prediction with 721,799 reactions and 888 catalyst types from USPTO. (1) Reactant: [OH:1][C@H:2]1[C@@H:9]2[N:5]([C:6](=[O:23])[N:7]([C:11]3[C:20]4[C:15](=[CH:16][CH:17]=[CH:18][CH:19]=4)[C:14]([C:21]#[N:22])=[CH:13][CH:12]=3)[C:8]2=[O:10])[CH2:4][CH2:3]1.CN1C(=O)N(C)CCC1. Product: [OH:10][CH:8]1[N:7]([C:11]2[C:20]3[C:15](=[CH:16][CH:17]=[CH:18][CH:19]=3)[C:14]([C:21]#[N:22])=[CH:13][CH:12]=2)[C:6](=[O:23])[N:5]2[CH2:4][CH2:3][C@@H:2]([OH:1])[C@@H:9]12. The catalyst class is: 1. (2) The catalyst class is: 9. Reactant: [N+:1]([C:4]1[CH:5]=[C:6]([OH:10])[CH:7]=[CH:8][CH:9]=1)([O-:3])=[O:2].Br[CH2:12][CH2:13][OH:14].C(=O)([O-])[O-].[K+].[K+].O. Product: [N+:1]([C:4]1[CH:5]=[C:6]([CH:7]=[CH:8][CH:9]=1)[O:10][CH2:12][CH2:13][OH:14])([O-:3])=[O:2]. (3) Reactant: C(N(C(C)C)CC)(C)C.FC(F)(F)C(O)=O.[CH3:17][O:18][C:19](=[O:38])[CH2:20][C:21]1[CH:30]=[C:29]([CH:31]2[CH2:36][CH2:35][NH:34][CH2:33][CH2:32]2)[C:28]2[C:23](=[CH:24][CH:25]=[C:26]([F:37])[CH:27]=2)[CH:22]=1.[Cl:39][C:40]1[CH:45]=[CH:44][C:43]([S:46](Cl)(=[O:48])=[O:47])=[CH:42][CH:41]=1. Product: [CH3:17][O:18][C:19](=[O:38])[CH2:20][C:21]1[CH:30]=[C:29]([CH:31]2[CH2:36][CH2:35][N:34]([S:46]([C:43]3[CH:44]=[CH:45][C:40]([Cl:39])=[CH:41][CH:42]=3)(=[O:48])=[O:47])[CH2:33][CH2:32]2)[C:28]2[C:23](=[CH:24][CH:25]=[C:26]([F:37])[CH:27]=2)[CH:22]=1. The catalyst class is: 7. (4) Reactant: [CH2:1]([CH:4]1[CH2:27][C:8]2[C:9](=[O:26])[O:10][C:11]3[C:16]([C:7]=2[CH2:6][CH2:5]1)=[CH:15][CH:14]=[C:13]([C:17]1[CH:22]=[C:21]([F:23])[C:20]([F:24])=[C:19]([F:25])[CH:18]=1)[CH:12]=3)[CH2:2][CH3:3].[CH2:28](O)[CH3:29].[O-:31]CC.[Na+].O. Product: [CH2:1]([CH:4]1[CH2:27][CH:8]([C:9]([O:10][CH2:28][CH3:29])=[O:26])[CH:7]([C:16]2[CH:15]=[CH:14][C:13]([C:17]3[CH:22]=[C:21]([F:23])[C:20]([F:24])=[C:19]([F:25])[CH:18]=3)=[CH:12][C:11]=2[OH:31])[CH2:6][CH2:5]1)[CH2:2][CH3:3]. The catalyst class is: 123. (5) Reactant: Br[C:2]1[CH:7]=[CH:6][CH:5]=[CH:4][CH:3]=1.[NH2:8][C@H:9]1[C:18]2[C:13](=[CH:14][N:15]=[CH:16][CH:17]=2)[N:12]([C:19](=[O:21])[CH3:20])[C@@H:11]([CH3:22])[C@@H:10]1[CH3:23].CC(C1C=C(C(C)C)C(C2C(P(C3CCCCC3)C3CCCCC3)=C([O:55]C)C=CC=2OC)=C(C(C)C)C=1)C.CC(C)([O-])C.[Na+]. Product: [CH:19]([OH:21])=[O:55].[CH3:22][C@H:11]1[C@H:10]([CH3:23])[C@@H:9]([NH:8][C:2]2[CH:7]=[CH:6][CH:5]=[CH:4][CH:3]=2)[C:18]2[C:13](=[CH:14][N:15]=[CH:16][CH:17]=2)[N:12]1[C:19](=[O:21])[CH3:20]. The catalyst class is: 62. (6) Reactant: F[C:2](F)(F)C(O)=O.C([Zn]CC)C.ICI.[I:16][C:17](=[CH2:37])[CH2:18][C@@H:19]([CH2:28][O:29][Si:30]([CH3:36])([CH3:35])[C:31]([CH3:34])([CH3:33])[CH3:32])[O:20][Si:21]([CH3:27])([CH3:26])[C:22]([CH3:25])([CH3:24])[CH3:23]. Product: [I:16][C:17]1([CH2:18][C@@H:19]([CH2:28][O:29][Si:30]([CH3:36])([CH3:35])[C:31]([CH3:34])([CH3:33])[CH3:32])[O:20][Si:21]([CH3:27])([CH3:26])[C:22]([CH3:25])([CH3:24])[CH3:23])[CH2:2][CH2:37]1. The catalyst class is: 26. (7) Reactant: [CH3:1][C:2]1([CH3:25])[C:10]2[C:5](=[CH:6][C:7]([N:11]3[CH:16]=[C:15]([C:17]([O:19][CH2:20][CH3:21])=[O:18])[C:14](=[O:22])[NH:13][C:12]3=[O:23])=[CH:8][CH:9]=2)[NH:4][C:3]1=[O:24].Br[CH2:27][C:28]1[CH:33]=[CH:32][CH:31]=[C:30]([C:34]([F:37])([F:36])[F:35])[C:29]=1[Cl:38].C(=O)([O-])[O-].[K+].[K+].[I-].[K+]. Product: [Cl:38][C:29]1[C:30]([C:34]([F:35])([F:36])[F:37])=[CH:31][CH:32]=[CH:33][C:28]=1[CH2:27][N:13]1[C:14](=[O:22])[C:15]([C:17]([O:19][CH2:20][CH3:21])=[O:18])=[CH:16][N:11]([C:7]2[CH:6]=[C:5]3[C:10]([C:2]([CH3:1])([CH3:25])[C:3](=[O:24])[NH:4]3)=[CH:9][CH:8]=2)[C:12]1=[O:23]. The catalyst class is: 18. (8) Reactant: [Cl:1][C:2]1[C:7]([F:8])=[CH:6][C:5]([OH:9])=[C:4]([N+:10]([O-:12])=[O:11])[CH:3]=1.[C:13]([O-])([O-])=O.[K+].[K+].IC.O. Product: [CH3:13][O:9][C:5]1[CH:6]=[C:7]([F:8])[C:2]([Cl:1])=[CH:3][C:4]=1[N+:10]([O-:12])=[O:11]. The catalyst class is: 3. (9) Reactant: [NH2:1][C:2]1[N:7]=[CH:6][C:5]([C:8](=[O:10])[CH3:9])=[CH:4][CH:3]=1.[CH3:11][N:12]([CH3:27])[CH2:13][CH2:14][CH2:15][O:16][C:17]1[CH:22]=[CH:21][C:20]([S:23](Cl)(=[O:25])=[O:24])=[CH:19][CH:18]=1.C(OCC)(=O)C.P([O-])([O-])([O-])=O.[K+].[K+].[K+]. Product: [C:8]([C:5]1[CH:4]=[CH:3][C:2]([NH:1][S:23]([C:20]2[CH:19]=[CH:18][C:17]([O:16][CH2:15][CH2:14][CH2:13][N:12]([CH3:11])[CH3:27])=[CH:22][CH:21]=2)(=[O:25])=[O:24])=[N:7][CH:6]=1)(=[O:10])[CH3:9]. The catalyst class is: 6.